Task: Regression. Given two drug SMILES strings and cell line genomic features, predict the synergy score measuring deviation from expected non-interaction effect.. Dataset: NCI-60 drug combinations with 297,098 pairs across 59 cell lines Drug 1: C1=CC(=CC=C1CCCC(=O)O)N(CCCl)CCCl. Drug 2: CC(C)(C#N)C1=CC(=CC(=C1)CN2C=NC=N2)C(C)(C)C#N. Cell line: 786-0. Synergy scores: CSS=40.2, Synergy_ZIP=-6.86, Synergy_Bliss=-11.9, Synergy_Loewe=-9.02, Synergy_HSA=-10.5.